Dataset: Peptide-MHC class I binding affinity with 185,985 pairs from IEDB/IMGT. Task: Regression. Given a peptide amino acid sequence and an MHC pseudo amino acid sequence, predict their binding affinity value. This is MHC class I binding data. (1) The peptide sequence is NHEREEEL. The MHC is Mamu-A07 with pseudo-sequence Mamu-A07. The binding affinity (normalized) is 0.300. (2) The peptide sequence is VTVTNVLLY. The MHC is HLA-A26:01 with pseudo-sequence HLA-A26:01. The binding affinity (normalized) is 0.0316. (3) The peptide sequence is TVFRNQNRV. The MHC is HLA-A02:16 with pseudo-sequence HLA-A02:16. The binding affinity (normalized) is 0.0847. (4) The peptide sequence is KELENEYYF. The MHC is HLA-B27:05 with pseudo-sequence HLA-B27:05. The binding affinity (normalized) is 0.0847. (5) The peptide sequence is VSTAIAALF. The MHC is HLA-B58:01 with pseudo-sequence HLA-B58:01. The binding affinity (normalized) is 0.689. (6) The peptide sequence is EWASARFSWL. The MHC is Patr-A0301 with pseudo-sequence Patr-A0301. The binding affinity (normalized) is 0.00407. (7) The peptide sequence is APGWLIWTY. The MHC is HLA-A31:01 with pseudo-sequence HLA-A31:01. The binding affinity (normalized) is 0.147.